From a dataset of Reaction yield outcomes from USPTO patents with 853,638 reactions. Predict the reaction yield, written as a fraction of the theoretical maximum amount of product (1.0 means a 100% yield; for example, 0.34 means a 34% yield). (1) The reactants are [F:1][C:2]1[CH:7]=[CH:6][C:5]([C:8]2[O:25][C:11]3[CH:12]=[C:13]([NH:20][S:21]([CH3:24])(=[O:23])=[O:22])[C:14]4[O:18][CH:17]([CH3:19])[CH2:16][C:15]=4[C:10]=3[C:9]=2[C:26]([NH:28][CH3:29])=[O:27])=[CH:4][CH:3]=1.[C:30]([O-])([O-])=O.[K+].[K+].CI. The catalyst is CN(C=O)C.O. The product is [F:1][C:2]1[CH:7]=[CH:6][C:5]([C:8]2[O:25][C:11]3[CH:12]=[C:13]([N:20]([CH3:30])[S:21]([CH3:24])(=[O:22])=[O:23])[C:14]4[O:18][CH:17]([CH3:19])[CH2:16][C:15]=4[C:10]=3[C:9]=2[C:26]([NH:28][CH3:29])=[O:27])=[CH:4][CH:3]=1. The yield is 0.190. (2) The reactants are [F:1][C:2]1[CH:3]=[N+:4]([O-])[CH:5]=[CH:6][CH:7]=1.C[CH2:10][N:11](CC)CC.[Si](C#N)(C)(C)C. The catalyst is CC#N.C(Cl)Cl. The product is [F:1][C:2]1[C:3]([C:10]#[N:11])=[N:4][CH:5]=[CH:6][CH:7]=1. The yield is 0.770. (3) The reactants are [C:1]1([C:9]2[CH:14]=[CH:13][CH:12]=[CH:11][CH:10]=2)[CH:6]=[CH:5][C:4]([CH:7]=O)=[CH:3][CH:2]=1.[N:15]1([C:21]([O:23][C:24]([CH3:27])([CH3:26])[CH3:25])=[O:22])[CH2:20][CH2:19][NH:18][CH2:17][CH2:16]1.COC(OC)OC.C(N(CC)CC)C. The catalyst is C(Cl)Cl. The product is [C:1]1([C:9]2[CH:14]=[CH:13][CH:12]=[CH:11][CH:10]=2)[CH:6]=[CH:5][C:4]([CH2:7][N:18]2[CH2:17][CH2:16][N:15]([C:21]([O:23][C:24]([CH3:27])([CH3:26])[CH3:25])=[O:22])[CH2:20][CH2:19]2)=[CH:3][CH:2]=1. The yield is 1.00. (4) The yield is 0.898. The product is [Br:16][C:3]1[CH:4]=[C:5]2[C:10](=[CH:11][C:2]=1[F:1])[O:9][CH2:8][CH2:7][CH:6]2[C:12]([O:14][CH3:15])=[O:13]. The reactants are [F:1][C:2]1[CH:11]=[C:10]2[C:5]([CH:6]([C:12]([O:14][CH3:15])=[O:13])[CH2:7][CH2:8][O:9]2)=[CH:4][CH:3]=1.[Br:16]N1C(=O)CCC1=O. The catalyst is CN(C=O)C.C(OCC)(=O)C. (5) The reactants are C([C:8]([NH2:12])([OH:11])[CH2:9][CH3:10])(OC(C)(C)C)=O.[CH3:13][C:14]([NH:16][C:17]1[CH:18]=[CH:19][C:20]([CH2:23][C:24]([OH:26])=[O:25])=[CH:21][CH:22]=1)=[O:15].[ClH:27].C(OCC)(=O)C.C(OCC)C. The catalyst is ClCCl. The product is [NH2:12][CH:8]([OH:11])[CH2:9][CH3:10].[CH3:13][C:14]([NH:16][C:17]1[CH:22]=[CH:21][C:20]([CH2:23][C:24]([OH:26])=[O:25])=[CH:19][CH:18]=1)=[O:15].[ClH:27]. The yield is 0.980. (6) The reactants are Br[C:2]1[CH:3]=[C:4]([S:9]([NH:12][C:13]2[CH:22]=[CH:21][C:16]([C:17]([O:19][CH3:20])=[O:18])=[C:15]([OH:23])[CH:14]=2)(=[O:11])=[O:10])[CH:5]=[N:6][C:7]=1[Cl:8].CC1(C)C(C)(C)OB([C:32]2[CH:33]=[C:34]([CH:36]=[CH:37][CH:38]=2)[NH2:35])O1. No catalyst specified. The product is [NH2:35][C:34]1[CH:33]=[C:32]([C:2]2[CH:3]=[C:4]([S:9]([NH:12][C:13]3[CH:22]=[CH:21][C:16]([C:17]([O:19][CH3:20])=[O:18])=[C:15]([OH:23])[CH:14]=3)(=[O:11])=[O:10])[CH:5]=[N:6][C:7]=2[Cl:8])[CH:38]=[CH:37][CH:36]=1. The yield is 0.430. (7) The reactants are FC(F)(F)C(O)=O.C1O[C:11]2([C:20]3[C:14]4[C:15](=[CH:21][N:22]([S:24]([C:27]5[CH:32]=[CH:31][CH:30]=[CH:29][CH:28]=5)(=[O:26])=[O:25])[CH2:23][C:13]=4[CH2:12]2)[CH:16]=[CH:17][O:18][CH:19]=3)[O:10]C1. The catalyst is O. The product is [C:27]1([S:24]([N:22]2[CH2:23][C:13]3[CH2:12][C:11](=[O:10])[C:20]4=[CH:19][O:18][CH:17]=[CH:16][C:15]([C:14]=34)=[CH:21]2)(=[O:26])=[O:25])[CH:32]=[CH:31][CH:30]=[CH:29][CH:28]=1. The yield is 0.780. (8) The reactants are [CH2:1]([O:3][C:4]([N:6]1[CH2:11][CH2:10][N:9]([CH2:12][C:13]#[CH:14])[CH2:8][CH2:7]1)=[O:5])[CH3:2].I[C:16]1[CH:21]=[CH:20][CH:19]=[C:18]([O:22][CH3:23])[CH:17]=1.O. The catalyst is C(N(CC)CC)C.C1C=CC(P(C2C=CC=CC=2)C2C=CC=CC=2)=CC=1.C1C=CC(P(C2C=CC=CC=2)C2C=CC=CC=2)=CC=1.Cl[Pd]Cl.[Cu](I)I. The product is [CH2:1]([O:3][C:4]([N:6]1[CH2:7][CH2:8][N:9]([CH2:12][C:13]#[C:14][C:16]2[CH:21]=[CH:20][CH:19]=[C:18]([O:22][CH3:23])[CH:17]=2)[CH2:10][CH2:11]1)=[O:5])[CH3:2]. The yield is 0.510. (9) The reactants are [OH-].[Na+].C[O:4][C:5](=[O:40])[CH2:6][C:7]1[CH:8]=[C:9]([C:14]2[CH:19]=[CH:18][C:17]([C:20]([CH2:38][CH3:39])([C:23]3[CH:28]=[CH:27][C:26](/[CH:29]=[CH:30]/[C:31]([CH2:35][CH3:36])([OH:34])[CH2:32][CH3:33])=[C:25]([CH3:37])[CH:24]=3)[CH2:21][CH3:22])=[CH:16][CH:15]=2)[CH:10]=[C:11]([F:13])[CH:12]=1.[Cl-].[NH4+]. The catalyst is CO.O1CCCC1. The product is [CH2:21]([C:20]([C:17]1[CH:16]=[CH:15][C:14]([C:9]2[CH:10]=[C:11]([F:13])[CH:12]=[C:7]([CH2:6][C:5]([OH:40])=[O:4])[CH:8]=2)=[CH:19][CH:18]=1)([C:23]1[CH:28]=[CH:27][C:26](/[CH:29]=[CH:30]/[C:31]([CH2:32][CH3:33])([OH:34])[CH2:35][CH3:36])=[C:25]([CH3:37])[CH:24]=1)[CH2:38][CH3:39])[CH3:22]. The yield is 0.680.